Regression. Given two drug SMILES strings and cell line genomic features, predict the synergy score measuring deviation from expected non-interaction effect. From a dataset of NCI-60 drug combinations with 297,098 pairs across 59 cell lines. Drug 1: CC1C(C(CC(O1)OC2CC(CC3=C2C(=C4C(=C3O)C(=O)C5=C(C4=O)C(=CC=C5)OC)O)(C(=O)C)O)N)O.Cl. Drug 2: C1=CN(C(=O)N=C1N)C2C(C(C(O2)CO)O)O.Cl. Cell line: U251. Synergy scores: CSS=43.9, Synergy_ZIP=-5.65, Synergy_Bliss=-1.47, Synergy_Loewe=-23.6, Synergy_HSA=0.886.